Dataset: NCI-60 drug combinations with 297,098 pairs across 59 cell lines. Task: Regression. Given two drug SMILES strings and cell line genomic features, predict the synergy score measuring deviation from expected non-interaction effect. (1) Drug 1: C1CCN(CC1)CCOC2=CC=C(C=C2)C(=O)C3=C(SC4=C3C=CC(=C4)O)C5=CC=C(C=C5)O. Drug 2: C1=NC(=NC(=O)N1C2C(C(C(O2)CO)O)O)N. Cell line: CCRF-CEM. Synergy scores: CSS=9.03, Synergy_ZIP=-0.900, Synergy_Bliss=3.18, Synergy_Loewe=-13.3, Synergy_HSA=-2.06. (2) Drug 1: C1CN1P(=S)(N2CC2)N3CC3. Drug 2: C(CC(=O)O)C(=O)CN.Cl. Cell line: MOLT-4. Synergy scores: CSS=54.0, Synergy_ZIP=-8.34, Synergy_Bliss=-12.6, Synergy_Loewe=-18.1, Synergy_HSA=-11.9. (3) Drug 1: CNC(=O)C1=CC=CC=C1SC2=CC3=C(C=C2)C(=NN3)C=CC4=CC=CC=N4. Drug 2: CS(=O)(=O)OCCCCOS(=O)(=O)C. Cell line: CCRF-CEM. Synergy scores: CSS=17.4, Synergy_ZIP=-9.38, Synergy_Bliss=-7.58, Synergy_Loewe=-9.17, Synergy_HSA=-6.56.